From a dataset of hERG Central: cardiac toxicity at 1µM, 10µM, and general inhibition. Predict hERG channel inhibition at various concentrations. (1) The molecule is CCN1CCN(c2cc(C)c3cc(NC(=O)c4cccc(OC)c4)ccc3n2)CC1. Results: hERG_inhib (hERG inhibition (general)): blocker. (2) The drug is CN1CCN(C(=O)c2cnn(-c3ccccc3)c2NC(=O)c2ccc(Br)cc2)CC1. Results: hERG_inhib (hERG inhibition (general)): blocker. (3) The compound is Cc1cccc(CN2CCC(C(=O)Nc3cccc(-c4cccc(F)c4)c3)CC2)n1. Results: hERG_inhib (hERG inhibition (general)): blocker.